This data is from Peptide-MHC class I binding affinity with 185,985 pairs from IEDB/IMGT. The task is: Regression. Given a peptide amino acid sequence and an MHC pseudo amino acid sequence, predict their binding affinity value. This is MHC class I binding data. (1) The peptide sequence is YVFAIPLPF. The MHC is HLA-A32:15 with pseudo-sequence HLA-A32:15. The binding affinity (normalized) is 0.834. (2) The peptide sequence is ILYMLSWGK. The MHC is HLA-B27:03 with pseudo-sequence HLA-B27:03. The binding affinity (normalized) is 0.0847. (3) The peptide sequence is LLMLVTPSMA. The MHC is HLA-A02:03 with pseudo-sequence HLA-A02:03. The binding affinity (normalized) is 0.708.